This data is from TCR-epitope binding with 47,182 pairs between 192 epitopes and 23,139 TCRs. The task is: Binary Classification. Given a T-cell receptor sequence (or CDR3 region) and an epitope sequence, predict whether binding occurs between them. (1) The epitope is DPFRLLQNSQVFS. The TCR CDR3 sequence is CASSLSGYEQYF. Result: 0 (the TCR does not bind to the epitope). (2) The epitope is KLPDDFTGCV. The TCR CDR3 sequence is CASSLDLYVFSGNTIYF. Result: 1 (the TCR binds to the epitope). (3) The epitope is SQASSRSSSR. The TCR CDR3 sequence is CASSQGRQFHEQYF. Result: 0 (the TCR does not bind to the epitope). (4) The epitope is VVYRGTTTY. The TCR CDR3 sequence is CASSLLAGGYNEQFF. Result: 0 (the TCR does not bind to the epitope). (5) The epitope is FRYMNSQGL. The TCR CDR3 sequence is CASSEGQGLNTEAFF. Result: 0 (the TCR does not bind to the epitope). (6) The epitope is FRYMNSQGL. The TCR CDR3 sequence is CASSQGERGYTF. Result: 0 (the TCR does not bind to the epitope). (7) The epitope is LLFNKVTLA. The TCR CDR3 sequence is CASSLGQGVFYTF. Result: 0 (the TCR does not bind to the epitope).